Dataset: Full USPTO retrosynthesis dataset with 1.9M reactions from patents (1976-2016). Task: Predict the reactants needed to synthesize the given product. Given the product [NH2:7][C@H:8]1[CH2:13][CH2:12][CH2:11][CH2:10][C@H:9]1[NH:14][C:15]1[N:16]=[CH:17][C:18]2[C:24]([CH:25]([F:27])[F:26])=[N:23][CH:22]=[C:21]([C:28]3[C:36]4[C:31](=[CH:32][C:33]([C:37]#[N:38])=[CH:34][CH:35]=4)[NH:30][CH:29]=3)[C:19]=2[N:20]=1, predict the reactants needed to synthesize it. The reactants are: C(OC(=O)[NH:7][C@H:8]1[CH2:13][CH2:12][CH2:11][CH2:10][C@H:9]1[NH:14][C:15]1[N:16]=[CH:17][C:18]2[C:24]([CH:25]([F:27])[F:26])=[N:23][CH:22]=[C:21]([C:28]3[C:36]4[C:31](=[CH:32][C:33]([C:37]#[N:38])=[CH:34][CH:35]=4)[NH:30][CH:29]=3)[C:19]=2[N:20]=1)(C)(C)C.FC(F)(F)C(O)=O.C([O-])(O)=O.[Na+].